Task: Predict the reactants needed to synthesize the given product.. Dataset: Full USPTO retrosynthesis dataset with 1.9M reactions from patents (1976-2016) Given the product [Cl:18][C:19]1[CH:24]=[CH:23][C:22]([C:25]2([CH2:31][C:32]([N:8]3[C@@H:7]([C:1]4[CH:2]=[CH:3][CH:4]=[CH:5][CH:6]=4)[CH2:11][O:10][C:9]3=[O:12])=[O:33])[CH2:30][CH2:29][O:28][CH2:27][CH2:26]2)=[CH:21][CH:20]=1, predict the reactants needed to synthesize it. The reactants are: [C:1]1([C@H:7]2[CH2:11][O:10][C:9](=[O:12])[NH:8]2)[CH:6]=[CH:5][CH:4]=[CH:3][CH:2]=1.[Li]CCCC.[Cl:18][C:19]1[CH:24]=[CH:23][C:22]([C:25]2([CH2:31][C:32](Cl)=[O:33])[CH2:30][CH2:29][O:28][CH2:27][CH2:26]2)=[CH:21][CH:20]=1.O1CCNC1=O.